Task: Predict the reaction yield, written as a fraction of the theoretical maximum amount of product (1.0 means a 100% yield; for example, 0.34 means a 34% yield).. Dataset: Reaction yield outcomes from USPTO patents with 853,638 reactions (1) The reactants are [CH:1]1([CH2:4][O:5][C:6]2[CH:7]=[C:8]([CH:23]=[CH:24][C:25]=2[N:26]([CH2:31][CH2:32][N:33]2[CH2:38][CH2:37][N:36]([CH3:39])[CH2:35][CH2:34]2)[S:27]([CH3:30])(=[O:29])=[O:28])[C:9]([O:11][CH2:12][C:13]([O:15]CC2C=CC=CC=2)=[O:14])=[O:10])[CH2:3][CH2:2]1. The catalyst is CO.[Pd]. The product is [CH:1]1([CH2:4][O:5][C:6]2[CH:7]=[C:8]([CH:23]=[CH:24][C:25]=2[N:26]([CH2:31][CH2:32][N:33]2[CH2:38][CH2:37][N:36]([CH3:39])[CH2:35][CH2:34]2)[S:27]([CH3:30])(=[O:28])=[O:29])[C:9]([O:11][CH2:12][C:13]([OH:15])=[O:14])=[O:10])[CH2:3][CH2:2]1. The yield is 0.870. (2) The reactants are C[O:2][C:3](=[O:31])[C:4]1[CH:9]=[C:8]([N:10]2[CH2:14][CH2:13][O:12][C:11]2=[O:15])[CH:7]=[C:6]([N:16]2[C:24]3[C:19](=[CH:20][C:21]([F:25])=[CH:22][CH:23]=3)[C@@:18]3([CH2:27][C:26]3([CH3:29])[CH3:28])[C:17]2=[O:30])[CH:5]=1.Cl. The catalyst is O1CCCC1.[OH-].[Na+].O.C(OCC)(=O)C. The product is [F:25][C:21]1[CH:20]=[C:19]2[C:24](=[CH:23][CH:22]=1)[N:16]([C:6]1[CH:5]=[C:4]([CH:9]=[C:8]([N:10]3[CH2:14][CH2:13][O:12][C:11]3=[O:15])[CH:7]=1)[C:3]([OH:31])=[O:2])[C:17](=[O:30])[C@@:18]12[CH2:27][C:26]1([CH3:29])[CH3:28]. The yield is 0.500. (3) The reactants are Br[CH2:2][C:3]([C:5]1[CH:10]=[CH:9][C:8]([Br:11])=[CH:7][CH:6]=1)=[O:4].[NH:12]1[CH2:16][CH2:15][CH2:14][CH2:13]1. The catalyst is C(OCC)C. The product is [Br:11][C:8]1[CH:9]=[CH:10][C:5]([C:3](=[O:4])[CH2:2][N:12]2[CH2:16][CH2:15][CH2:14][CH2:13]2)=[CH:6][CH:7]=1. The yield is 0.960.